This data is from Catalyst prediction with 721,799 reactions and 888 catalyst types from USPTO. The task is: Predict which catalyst facilitates the given reaction. (1) The catalyst class is: 16. Product: [F:1][C:2]1[CH:7]=[CH:6][CH:5]=[CH:4][C:3]=1[O:8][CH2:16][C:17](=[N:33][O:34][CH3:35])[CH2:18][N:19]1[C:27]2[C:22](=[CH:23][C:24]([N:28]=[CH:29][N:30]([CH3:31])[CH3:32])=[CH:25][CH:26]=2)[CH:21]=[CH:20]1. Reactant: [F:1][C:2]1[CH:7]=[CH:6][CH:5]=[CH:4][C:3]=1[OH:8].CC([O-])(C)C.[K+].Cl[CH2:16][C:17](=[N:33][O:34][CH3:35])[CH2:18][N:19]1[C:27]2[C:22](=[CH:23][C:24]([N:28]=[CH:29][N:30]([CH3:32])[CH3:31])=[CH:25][CH:26]=2)[CH:21]=[CH:20]1. (2) Reactant: CS(O[CH2:6][C:7]1[N:8]=[C:9]2[CH:14]=[C:13]([C:15]#[N:16])[CH:12]=[C:11]([CH3:17])[N:10]2[C:18]=1[CH2:19][CH:20]1[CH2:25][CH2:24][C:23]([F:27])([F:26])[CH2:22][CH2:21]1)(=O)=O.[CH3:28][S:29]([O-:31])=[O:30].[Na+].O. Product: [F:27][C:23]1([F:26])[CH2:24][CH2:25][CH:20]([CH2:19][C:18]2[N:10]3[C:11]([CH3:17])=[CH:12][C:13]([C:15]#[N:16])=[CH:14][C:9]3=[N:8][C:7]=2[CH2:6][S:29]([CH3:28])(=[O:31])=[O:30])[CH2:21][CH2:22]1. The catalyst class is: 16. (3) Reactant: [NH:1]1[CH2:6][CH2:5][O:4][CH2:3][CH2:2]1.[F:7][C:8]1[CH:13]=[CH:12][CH:11]=[CH:10][C:9]=1[C:14]1[O:18][N:17]=[C:16]([C:19]2[CH:20]=[C:21]([CH:27]=[CH:28][CH:29]=2)[C:22]([N:24]=[C:25]=[O:26])=[O:23])[N:15]=1. Product: [F:7][C:8]1[CH:13]=[CH:12][CH:11]=[CH:10][C:9]=1[C:14]1[O:18][N:17]=[C:16]([C:19]2[CH:20]=[C:21]([CH:27]=[CH:28][CH:29]=2)[C:22]([NH:24][C:25]([N:1]2[CH2:6][CH2:5][O:4][CH2:3][CH2:2]2)=[O:26])=[O:23])[N:15]=1. The catalyst class is: 4. (4) Reactant: [NH2:1][C:2]1[CH:7]=[CH:6][C:5]([CH3:8])=[CH:4][N:3]=1.C[Al](C)C.CCCCCC.[O:19]=[C:20]1[CH2:25][O:24][CH2:23][CH2:22][N:21]1[C@H:26]1[CH2:31][CH2:30][C@H:29]([C:32]([NH:34][C:35]2[C:39]3=[N:40][CH:41]=[CH:42][CH:43]=[C:38]3[O:37][C:36]=2[C:44](OC)=[O:45])=[O:33])[CH2:28][CH2:27]1.Cl.C(=O)([O-])O.[Na+]. Product: [CH3:8][C:5]1[CH:6]=[CH:7][C:2]([NH:1][C:44]([C:36]2[O:37][C:38]3[C:39](=[N:40][CH:41]=[CH:42][CH:43]=3)[C:35]=2[NH:34][C:32]([C@H:29]2[CH2:30][CH2:31][C@H:26]([N:21]3[CH2:22][CH2:23][O:24][CH2:25][C:20]3=[O:19])[CH2:27][CH2:28]2)=[O:33])=[O:45])=[N:3][CH:4]=1. The catalyst class is: 22.